Regression/Classification. Given a drug SMILES string, predict its toxicity properties. Task type varies by dataset: regression for continuous values (e.g., LD50, hERG inhibition percentage) or binary classification for toxic/non-toxic outcomes (e.g., AMES mutagenicity, cardiotoxicity, hepatotoxicity). Dataset: herg_karim. From a dataset of hERG potassium channel inhibition data for cardiac toxicity prediction from Karim et al.. The drug is C[n+]1c(CCCOc2ccccc2Cl)cccc1CCCOc1ccccc1Cl. The result is 1 (blocker).